This data is from Catalyst prediction with 721,799 reactions and 888 catalyst types from USPTO. The task is: Predict which catalyst facilitates the given reaction. (1) Reactant: Br[CH2:2][CH2:3][CH2:4][CH3:5].[OH:6][C:7]1[CH:16]=[C:15]([C@@H:17]([CH3:21])[C:18]([OH:20])=[O:19])[CH:14]=[C:13]2[C:8]=1[C@@H:9]1[CH2:27][C:26]([CH3:28])=[CH:25][CH2:24][C@H:10]1[C:11]([CH3:23])([CH3:22])[O:12]2.C(=O)(O)[O-].[Na+].CCCCCC. Product: [OH:6][C:7]1[CH:16]=[C:15]([C@@H:17]([CH3:21])[C:18]([O:20][CH2:2][CH2:3][CH2:4][CH3:5])=[O:19])[CH:14]=[C:13]2[C:8]=1[C@@H:9]1[CH2:27][C:26]([CH3:28])=[CH:25][CH2:24][C@H:10]1[C:11]([CH3:23])([CH3:22])[O:12]2. The catalyst class is: 384. (2) Reactant: [F:1][C:2]1[CH:35]=[CH:34][C:5]([C:6]([NH:8][C:9]2[C:10]([CH3:33])=[C:11]([C:15]3[C:27]4[C:26]5[C:21](=[CH:22][C:23]([CH:28]=O)=[CH:24][CH:25]=5)[NH:20][C:19]=4[C:18]([C:30]([NH2:32])=[O:31])=[CH:17][CH:16]=3)[CH:12]=[CH:13][CH:14]=2)=[O:7])=[CH:4][CH:3]=1.[NH:36]1[CH2:41][CH2:40][CH2:39][CH2:38][CH2:37]1.C(O[BH-](OC(=O)C)OC(=O)C)(=O)C.[Na+]. Product: [F:1][C:2]1[CH:3]=[CH:4][C:5]([C:6]([NH:8][C:9]2[C:10]([CH3:33])=[C:11]([C:15]3[C:27]4[C:26]5[C:21](=[CH:22][C:23]([CH2:28][N:36]6[CH2:41][CH2:40][CH2:39][CH2:38][CH2:37]6)=[CH:24][CH:25]=5)[NH:20][C:19]=4[C:18]([C:30]([NH2:32])=[O:31])=[CH:17][CH:16]=3)[CH:12]=[CH:13][CH:14]=2)=[O:7])=[CH:34][CH:35]=1. The catalyst class is: 20. (3) Reactant: BrC1C=CC(N)=CC=1.CC1(C)OC(=O)CC(=O)O1.[Br:19][C:20]1[CH:25]=[CH:24][C:23]([NH:26][C:27](=[O:32])[CH2:28][C:29]([OH:31])=O)=[CH:22][CH:21]=1.CS(O)(=O)=O.O=P12OP3(OP(OP(O3)(O1)=O)(=O)O2)=O. Product: [Br:19][C:20]1[CH:21]=[C:22]2[C:23](=[CH:24][CH:25]=1)[NH:26][C:27](=[O:32])[CH:28]=[C:29]2[OH:31]. The catalyst class is: 6. (4) Reactant: C([O:8][C:9](=[O:44])[C@@H:10]([NH:36][C:37]([O:39][C:40]([CH3:43])([CH3:42])[CH3:41])=[O:38])[CH2:11][C:12]1[CH:17]=[CH:16][CH:15]=[C:14]([CH2:18][N:19]2[CH2:23][C:22](=[O:24])[N:21]([CH2:25][C:26]3[CH:31]=[CH:30][C:29]([O:32][CH3:33])=[CH:28][CH:27]=3)[S:20]2(=[O:35])=[O:34])[CH:13]=1)C1C=CC=CC=1.[H][H]. Product: [C:40]([O:39][C:37]([NH:36][C@@H:10]([CH2:11][C:12]1[CH:17]=[CH:16][CH:15]=[C:14]([CH2:18][N:19]2[CH2:23][C:22](=[O:24])[N:21]([CH2:25][C:26]3[CH:27]=[CH:28][C:29]([O:32][CH3:33])=[CH:30][CH:31]=3)[S:20]2(=[O:34])=[O:35])[CH:13]=1)[C:9]([OH:44])=[O:8])=[O:38])([CH3:41])([CH3:43])[CH3:42]. The catalyst class is: 591.